Dataset: Blood-brain barrier permeability classification from the B3DB database. Task: Regression/Classification. Given a drug SMILES string, predict its absorption, distribution, metabolism, or excretion properties. Task type varies by dataset: regression for continuous measurements (e.g., permeability, clearance, half-life) or binary classification for categorical outcomes (e.g., BBB penetration, CYP inhibition). Dataset: b3db_classification. (1) The drug is O=C(C[C@@H]1c2ccccc2C(=O)N1c1ccc2ccc(Cl)nc2n1)N1CCC2(CC1)OCCO2. The result is 1 (penetrates BBB). (2) The molecule is CC(=O)[C@]1(N)Cc2c(O)c3c(c(O)c2[C@H](O[C@H]2C[C@H](O)[C@H](O)CO2)C1)C(=O)c1ccccc1C3=O. The result is 0 (does not penetrate BBB). (3) The drug is CCCCCCCCCC. The result is 1 (penetrates BBB). (4) The molecule is CN1CCC(C)(CN2c3ccccc3Sc3ccccc32)C1. The result is 1 (penetrates BBB).